From a dataset of Full USPTO retrosynthesis dataset with 1.9M reactions from patents (1976-2016). Predict the reactants needed to synthesize the given product. Given the product [CH2:1]([CH:5]1[CH2:10][CH2:9][CH:8]([CH:11]2[CH2:12][CH2:13][C:14](=[O:15])[CH2:19][CH2:20]2)[CH2:7][CH2:6]1)[CH:2]([CH3:4])[CH3:3], predict the reactants needed to synthesize it. The reactants are: [CH2:1]([CH:5]1[CH2:10][CH2:9][CH:8]([CH:11]2[CH2:20][CH2:19][C:14]3(OCC[O:15]3)[CH2:13][CH2:12]2)[CH2:7][CH2:6]1)[CH:2]([CH3:4])[CH3:3].FC(F)(F)C(O)=O.